Dataset: Reaction yield outcomes from USPTO patents with 853,638 reactions. Task: Predict the reaction yield, written as a fraction of the theoretical maximum amount of product (1.0 means a 100% yield; for example, 0.34 means a 34% yield). (1) The reactants are [C:1]([O:9][CH2:10][CH3:11])(=[O:8])[CH2:2][C:3]([O:5][CH2:6][CH3:7])=[O:4].[Cl-].[Mg+2].[Cl-].C(N(CC)CC)C.[C:22]1([C:28]([CH2:35][CH2:36][CH3:37])([CH2:32][CH2:33][CH3:34])[C:29](Cl)=[O:30])[CH:27]=[CH:26][CH:25]=[CH:24][CH:23]=1. The catalyst is C(#N)C. The product is [C:22]1([C:28]([CH2:35][CH2:36][CH3:37])([CH2:32][CH2:33][CH3:34])[C:29]([CH:2]([C:3]([O:5][CH2:6][CH3:7])=[O:4])[C:1]([O:9][CH2:10][CH3:11])=[O:8])=[O:30])[CH:27]=[CH:26][CH:25]=[CH:24][CH:23]=1. The yield is 0.660. (2) The reactants are [N+:1]([CH2:3][C:4]([O:6]C)=O)#[C-:2].[NH:8]1[CH2:12][CH2:11][CH2:10][CH2:9]1. No catalyst specified. The product is [N+:1]([CH2:3][C:4]([N:8]1[CH2:12][CH2:11][CH2:10][CH2:9]1)=[O:6])#[C-:2]. The yield is 0.980. (3) The reactants are [OH-].[Na+].[F:3][C:4]([F:33])([F:32])[C:5]1[CH:6]=[C:7]([CH:29]=[CH:30][CH:31]=1)[CH2:8][C:9]1[S:10][C:11]2[C:17]([C:18]3[CH:19]=[C:20]([CH:26]=[CH:27][CH:28]=3)[C:21](OCC)=[O:22])=[CH:16][CH:15]=[CH:14][C:12]=2[CH:13]=1.Cl.[NH2:35][CH2:36][CH2:37][C:38]#[N:39].CCN=C=NCCCN(C)C.C1C=CC2N(O)N=NC=2C=1. The catalyst is O.CN(C=O)C.C1COCC1.C(O)C. The product is [C:36]([CH2:37][CH2:38][NH:39][C:21](=[O:22])[C:20]1[CH:26]=[CH:27][CH:28]=[C:18]([C:17]2[C:11]3[S:10][C:9]([CH2:8][C:7]4[CH:29]=[CH:30][CH:31]=[C:5]([C:4]([F:3])([F:33])[F:32])[CH:6]=4)=[CH:13][C:12]=3[CH:14]=[CH:15][CH:16]=2)[CH:19]=1)#[N:35]. The yield is 0.830. (4) The reactants are C([Li])CCC.C(NC(C)C)(C)C.C([N-]C(C)C)(C)C.[Li+].[Cl:21][C:22]1[CH:27]=[C:26]([C:28]([F:31])([F:30])[F:29])[CH:25]=[CH:24][N:23]=1.[CH2:32]([O:39][C:40]1[C:41]([O:49][CH3:50])=[CH:42][C:43]([CH3:48])=[C:44]([CH:47]=1)[CH:45]=[O:46])[C:33]1[CH:38]=[CH:37][CH:36]=[CH:35][CH:34]=1.[Cl-].[NH4+].C(=O)(O)[O-].[Na+]. The catalyst is C(OCC)(=O)C.O1CCCC1.CCCCCC. The product is [CH2:32]([O:39][C:40]1[C:41]([O:49][CH3:50])=[CH:42][C:43]([CH3:48])=[C:44]([CH:45]([C:27]2[C:22]([Cl:21])=[N:23][CH:24]=[CH:25][C:26]=2[C:28]([F:29])([F:30])[F:31])[OH:46])[CH:47]=1)[C:33]1[CH:34]=[CH:35][CH:36]=[CH:37][CH:38]=1. The yield is 0.960. (5) The reactants are [CH2:1]([O:3][C:4]([C:6]1[CH:7]=[C:8]2[C:13](=[CH:14][CH:15]=1)[NH:12][CH:11]([C:16]1[CH:21]=[CH:20][CH:19]=[C:18]([NH2:22])[CH:17]=1)[C:10]([CH3:24])([CH3:23])[CH2:9]2)=[O:5])[CH3:2].[CH3:25][O:26][C:27](=[O:32])[C:28](Br)([CH3:30])[CH3:29].C(=O)([O-])[O-].[K+].[K+]. The catalyst is CN(C)C=O. The product is [CH2:1]([O:3][C:4]([C:6]1[CH:7]=[C:8]2[C:13](=[CH:14][CH:15]=1)[NH:12][CH:11]([C:16]1[CH:21]=[CH:20][CH:19]=[C:18]([NH:22][C:28]([C:27]([O:26][CH3:25])=[O:32])([CH3:30])[CH3:29])[CH:17]=1)[C:10]([CH3:23])([CH3:24])[CH2:9]2)=[O:5])[CH3:2]. The yield is 1.00. (6) The reactants are [OH:1][C:2]1[CH:7]=[CH:6][C:5]([C:8]2[CH:15]=[CH:14][C:11]([C:12]#[N:13])=[CH:10][CH:9]=2)=[CH:4][CH:3]=1.C(=O)([O-])[O-].[K+].[K+].[Br:22][CH2:23][CH2:24][CH2:25][CH2:26][CH2:27][CH2:28]Br.O. The catalyst is CN(C)C=O. The product is [Br:22][CH2:23][CH2:24][CH2:25][CH2:26][CH2:27][CH2:28][O:1][C:2]1[CH:3]=[CH:4][C:5]([C:8]2[CH:15]=[CH:14][C:11]([C:12]#[N:13])=[CH:10][CH:9]=2)=[CH:6][CH:7]=1. The yield is 0.540. (7) The reactants are [C:1]([O:5][C:6](/[C:8](=[CH:15]\[C:16](\[CH3:31])=[CH:17]\[CH:18]([CH3:30])[CH2:19][CH:20]([CH3:29])[CH2:21][CH:22]([CH3:28])[CH2:23][CH:24]([CH3:27])[CH2:25][CH3:26])/[CH2:9][CH:10]([CH3:14])[C:11]([OH:13])=[O:12])=[O:7])([CH3:4])([CH3:3])[CH3:2].O[CH2:33][C:34]([O:36][C:37]([CH3:40])([CH3:39])[CH3:38])=[O:35].CCN=C=NCCCN(C)C.Cl. The catalyst is CN(C1C=CN=CC=1)C.ClCCl. The product is [CH3:14][CH:10]([CH2:9]/[C:8](=[CH:15]/[C:16](/[CH3:31])=[CH:17]/[CH:18]([CH3:30])[CH2:19][CH:20]([CH3:29])[CH2:21][CH:22]([CH3:28])[CH2:23][CH:24]([CH3:27])[CH2:25][CH3:26])/[C:6]([O:5][C:1]([CH3:4])([CH3:3])[CH3:2])=[O:7])[C:11]([O:13][CH2:33][C:34]([O:36][C:37]([CH3:40])([CH3:39])[CH3:38])=[O:35])=[O:12]. The yield is 0.730.